Task: Predict the product of the given reaction.. Dataset: Forward reaction prediction with 1.9M reactions from USPTO patents (1976-2016) Given the reactants [Br:1][C:2]1[CH:3]=[CH:4][C:5]2[N:6]([C:8]([C:18](=O)[C:19]#[CH:20])=[C:9]([C:11]3[CH:16]=[CH:15][C:14]([F:17])=[CH:13][CH:12]=3)[N:10]=2)[CH:7]=1.Cl.[CH:23]1([NH:28][C:29]([NH2:31])=[NH:30])[CH2:27][CH2:26][CH2:25][CH2:24]1.C(=O)([O-])[O-], predict the reaction product. The product is: [Br:1][C:2]1[CH:3]=[CH:4][C:5]2[N:6]([C:8]([C:18]3[CH:19]=[CH:20][N:31]=[C:29]([NH:28][CH:23]4[CH2:27][CH2:26][CH2:25][CH2:24]4)[N:30]=3)=[C:9]([C:11]3[CH:16]=[CH:15][C:14]([F:17])=[CH:13][CH:12]=3)[N:10]=2)[CH:7]=1.